From a dataset of Reaction yield outcomes from USPTO patents with 853,638 reactions. Predict the reaction yield, written as a fraction of the theoretical maximum amount of product (1.0 means a 100% yield; for example, 0.34 means a 34% yield). (1) The reactants are [NH2:1][C:2]1[O:3][CH:4]=[C:5]([C:7]2[C:8](=[O:18])[O:9][C:10]3[C:15]([CH:16]=2)=[CH:14][CH:13]=[CH:12][C:11]=3[Cl:17])[N:6]=1.Br[C:20]1[CH:25]=[C:24]([CH3:26])[CH:23]=[C:22]([CH3:27])[CH:21]=1.C([O-])([O-])=O.[Cs+].[Cs+]. The catalyst is C1C=CC(/C=C/C(/C=C/C2C=CC=CC=2)=O)=CC=1.C1C=CC(/C=C/C(/C=C/C2C=CC=CC=2)=O)=CC=1.C1C=CC(/C=C/C(/C=C/C2C=CC=CC=2)=O)=CC=1.[Pd].[Pd].O1CCOCC1. The product is [Cl:17][C:11]1[CH:12]=[CH:13][CH:14]=[C:15]2[C:10]=1[O:9][C:8](=[O:18])[C:7]([C:5]1[N:6]=[C:2]([NH:1][C:20]3[CH:25]=[C:24]([CH3:26])[CH:23]=[C:22]([CH3:27])[CH:21]=3)[O:3][CH:4]=1)=[CH:16]2. The yield is 0.120. (2) The reactants are [CH3:1][O:2][C:3]1[CH:4]=[C:5]2[C:10](=[CH:11][C:12]=1[O:13][CH3:14])[N:9]=[CH:8][N:7]=[C:6]2[O:15][C:16]1[CH:17]=[C:18]([CH:20]=[CH:21][CH:22]=1)[NH2:19].[CH3:23][O:24][C:25]1[CH:26]=[C:27]([NH:35][C:36](=O)[O:37]C2C=CC=CC=2)[CH:28]=[C:29]([C:31]([F:34])([F:33])[F:32])[CH:30]=1. No catalyst specified. The product is [CH3:1][O:2][C:3]1[CH:4]=[C:5]2[C:10](=[CH:11][C:12]=1[O:13][CH3:14])[N:9]=[CH:8][N:7]=[C:6]2[O:15][C:16]1[CH:17]=[C:18]([NH:19][C:36]([NH:35][C:27]2[CH:28]=[C:29]([C:31]([F:32])([F:33])[F:34])[CH:30]=[C:25]([O:24][CH3:23])[CH:26]=2)=[O:37])[CH:20]=[CH:21][CH:22]=1. The yield is 0.460. (3) The reactants are [CH3:1][O:2][CH2:3][CH2:4][O:5][C:6]1[CH:11]=[C:10]2[C:12]([NH:16][C:17]3[CH:22]=[C:21]([C:23]#[CH:24])[CH:20]=[CH:19][CH:18]=3)=[N:13][CH:14]=[N:15][C:9]2=[CH:8][C:7]=1[O:25][CH2:26][CH2:27][O:28][CH3:29].C1OCOC1.[ClH:35]. No catalyst specified. The product is [CH3:1][O:2][CH2:3][CH2:4][O:5][C:6]1[CH:11]=[C:10]2[C:12]([NH:16][C:17]3[CH:18]=[CH:19][CH:20]=[C:21]([C:23]#[CH:24])[CH:22]=3)=[N:13][CH:14]=[N:15][C:9]2=[CH:8][C:7]=1[O:25][CH2:26][CH2:27][O:28][CH3:29].[ClH:35]. The yield is 0.704. (4) The reactants are [CH2:1]([O:3][C:4](=[O:21])[C:5]([C:10]1[CH:15]=[CH:14][C:13]([NH2:16])=[C:12]([NH:17][CH3:18])[C:11]=1[C:19]#[N:20])([CH3:9])[C:6](=[O:8])[CH3:7])[CH3:2].[F:22][C:23]1[CH:28]=[CH:27][C:26]([N:29]=[C:30]=S)=[C:25]([CH3:32])[CH:24]=1. The catalyst is C1COCC1. The product is [CH2:1]([O:3][C:4](=[O:21])[C:5]([C:10]1[CH:15]=[CH:14][C:13]2[N:16]=[C:30]([NH:29][C:26]3[CH:27]=[CH:28][C:23]([F:22])=[CH:24][C:25]=3[CH3:32])[N:17]([CH3:18])[C:12]=2[C:11]=1[C:19]#[N:20])([CH3:9])[C:6](=[O:8])[CH3:7])[CH3:2]. The yield is 0.560. (5) The catalyst is CN(C=O)C. The product is [Br:1][C:2]1[CH:10]=[C:18]2[C:5]([C:6]([CH:7]=[O:19])=[CH:15][NH:16]2)=[C:4]([O:11][CH3:12])[CH:3]=1. The yield is 0.619. The reactants are [Br:1][C:2]1[CH:10]=C2[C:5]([CH:6]=[CH:7]N2)=[C:4]([O:11][CH3:12])[CH:3]=1.[Cl-].Cl[CH:15]=[N+:16]([CH3:18])C.[OH2:19].[OH-].[Na+]. (6) The reactants are C(=O)(O)[O-].[K+].C(OC(Cl)=O)C1C=CC=CC=1.[CH2:17]([O:24][C:25]([N:27]1[C@@H:35]2[C@@H:30]([CH2:31][CH2:32][CH2:33][CH2:34]2)[CH2:29][C@H:28]1[C:36]([O:38][CH2:39][CH3:40])=[O:37])=[O:26])[C:18]1[CH:23]=[CH:22][CH:21]=[CH:20][CH:19]=1.C(ON1[C@H]2[C@H](CCCC2)C(=C=O)[C@@H]1C(OCC)=O)C1C=CC=CC=1. The catalyst is C(OCC)(=O)C.O. The product is [CH2:17]([O:24][C:25]([N:27]1[C@H:35]2[C@H:30]([CH2:31][CH2:32][CH2:33][CH2:34]2)[CH2:29][C@@H:28]1[C:36]([O:38][CH2:39][CH3:40])=[O:37])=[O:26])[C:18]1[CH:19]=[CH:20][CH:21]=[CH:22][CH:23]=1. The yield is 0.882. (7) The reactants are [Cl:1][C:2]1[CH:9]=[CH:8][CH:7]=[CH:6][C:3]=1[CH:4]=[O:5].[CH:10]([Mg]Br)([CH3:12])[CH3:11]. The catalyst is CCOCC. The product is [Cl:1][C:2]1[CH:9]=[CH:8][CH:7]=[CH:6][C:3]=1[CH:4]([OH:5])[CH:10]([CH3:12])[CH3:11]. The yield is 0.410. (8) The reactants are [CH:1]1[CH:2]=[CH:3][C:4]2[N:9]=[C:8]([C:10]3[N:14]=[CH:13][S:12][CH:11]=3)[NH:7][C:5]=2[CH:6]=1.[H-].[Na+].Br[CH2:18][CH2:19][CH2:20][CH2:21][CH2:22][B:23]([OH:25])[OH:24]. The catalyst is CN(C)C=O. The product is [S:12]1[CH:11]=[C:10]([C:8]2[N:7]([CH2:18][CH2:19][CH2:20][CH2:21][CH2:22][B:23]([OH:25])[OH:24])[C:5]3[CH:6]=[CH:1][CH:2]=[CH:3][C:4]=3[N:9]=2)[N:14]=[CH:13]1. The yield is 0.130. (9) The reactants are [OH:1][C:2]1[C:3]([C:12]([OH:14])=[O:13])=[CH:4][C:5]2[C:10]([CH:11]=1)=[CH:9][CH:8]=[CH:7][CH:6]=2.[C:15](OC(=O)C)(=[O:17])[CH3:16]. The catalyst is S(=O)(=O)(O)O.O. The product is [C:15]([O:1][C:2]1[C:3]([C:12]([OH:14])=[O:13])=[CH:4][C:5]2[C:10]([CH:11]=1)=[CH:9][CH:8]=[CH:7][CH:6]=2)(=[O:17])[CH3:16]. The yield is 0.560. (10) The reactants are [C:1]1([CH2:7][CH2:8][C:9]2[N:13]3[CH:14]=[C:15]([CH2:18][NH2:19])[CH:16]=[CH:17][C:12]3=[CH:11][N:10]=2)[CH:6]=[CH:5][CH:4]=[CH:3][CH:2]=1.[CH3:20][O:21][CH2:22][O:23][C:24]1[CH:32]=[CH:31][C:27]([C:28](O)=[O:29])=[CH:26][CH:25]=1.C(N(CC)CC)C.CCN=C=NCCCN(C)C.C1C=CC2N(O)N=NC=2C=1.C([O-])(O)=O.[Na+]. The catalyst is CN(C=O)C. The product is [CH3:20][O:21][CH2:22][O:23][C:24]1[CH:32]=[CH:31][C:27]([C:28]([NH:19][CH2:18][C:15]2[CH:16]=[CH:17][C:12]3[N:13]([C:9]([CH2:8][CH2:7][C:1]4[CH:2]=[CH:3][CH:4]=[CH:5][CH:6]=4)=[N:10][CH:11]=3)[CH:14]=2)=[O:29])=[CH:26][CH:25]=1. The yield is 0.340.